This data is from Forward reaction prediction with 1.9M reactions from USPTO patents (1976-2016). The task is: Predict the product of the given reaction. (1) Given the reactants [N+:1]([O-:4])([O-])=[O:2].[Na+].[Br:6][C:7]1[CH:14]=[CH:13][C:10]([CH:11]=[O:12])=[CH:9][CH:8]=1, predict the reaction product. The product is: [Br:6][C:7]1[CH:14]=[CH:13][C:10]([CH:11]=[O:12])=[CH:9][C:8]=1[N+:1]([O-:4])=[O:2]. (2) Given the reactants C[Si]([N-][Si](C)(C)C)(C)C.[K+].[CH3:11][C@H:12]1[NH:17][C@@H:16]([CH3:18])[CH2:15][N:14]([C:19]([O:21][C:22]([CH3:25])([CH3:24])[CH3:23])=[O:20])[CH2:13]1.Br[C:27]1[CH:32]=[CH:31][CH:30]=[CH:29][CH:28]=1, predict the reaction product. The product is: [CH3:18][C@H:16]1[N:17]([C:27]2[CH:32]=[CH:31][CH:30]=[CH:29][CH:28]=2)[C@@H:12]([CH3:11])[CH2:13][N:14]([C:19]([O:21][C:22]([CH3:23])([CH3:25])[CH3:24])=[O:20])[CH2:15]1. (3) Given the reactants [ClH:1].F[C:3]1[CH:20]=[CH:19][CH:18]=[CH:17][C:4]=1[CH2:5][C:6]1[N:11]=[CH:10][C:9]2[C:12]([CH3:16])([CH3:15])[CH2:13][NH:14][C:8]=2[CH:7]=1.[Cl-].[Cl:22]C1C=CC=CC=1C[Zn+], predict the reaction product. The product is: [ClH:22].[Cl:1][C:17]1[CH:18]=[CH:19][CH:20]=[CH:3][C:4]=1[CH2:5][C:6]1[N:11]=[CH:10][C:9]2[C:12]([CH3:16])([CH3:15])[CH2:13][NH:14][C:8]=2[CH:7]=1. (4) The product is: [CH3:1][C:2]1[C:7]([CH3:8])=[CH:6][CH:5]=[CH:4][C:3]=1[C:13]1[N:18]=[C:17]([NH2:19])[N:16]=[C:15]([NH:20][CH2:21][CH3:22])[CH:14]=1. Given the reactants [CH3:1][C:2]1[C:7]([CH3:8])=[CH:6][CH:5]=[CH:4][C:3]=1B(O)O.Cl[C:13]1[N:18]=[C:17]([NH2:19])[N:16]=[C:15]([NH:20][CH2:21][CH3:22])[CH:14]=1, predict the reaction product. (5) Given the reactants [CH2:1]1[C:9]2[C:4](=[CH:5][CH:6]=[CH:7][CH:8]=2)[CH2:3][CH:2]1[C@H:10]1[NH:15][C:14](=[O:16])[C@@H:13]([CH:17]([CH2:20][CH3:21])[CH2:18][CH3:19])[N:12]([CH2:22][C:23]2[CH:28]=[CH:27][CH:26]=[CH:25][C:24]=2[C:29]([NH:31][CH:32]2[CH2:37][CH2:36][N:35](C(OC(C)(C)C)=O)[CH2:34][CH2:33]2)=[O:30])[C:11]1=[O:45].Cl.O1CCOCC1, predict the reaction product. The product is: [CH2:1]1[C:9]2[C:4](=[CH:5][CH:6]=[CH:7][CH:8]=2)[CH2:3][CH:2]1[C@H:10]1[NH:15][C:14](=[O:16])[C@@H:13]([CH:17]([CH2:20][CH3:21])[CH2:18][CH3:19])[N:12]([CH2:22][C:23]2[CH:28]=[CH:27][CH:26]=[CH:25][C:24]=2[C:29]([NH:31][CH:32]2[CH2:37][CH2:36][NH:35][CH2:34][CH2:33]2)=[O:30])[C:11]1=[O:45]. (6) Given the reactants [NH2:1][C@H:2]([C:9]([O:11]C(C)(C)C)=[O:10])[CH2:3][O:4]C(C)(C)C.C(OC([N:23]1[C:31]2[C:26](=[CH:27][CH:28]=[CH:29][CH:30]=2)[C:25]([CH2:32][CH:33]([NH:37][C:38](=[O:79])[CH:39]([NH:48][C:49](=[O:78])[CH:50]([S:58]C(C2C=CC=CC=2)(C2C=CC=CC=2)C2C=CC=CC=2)[CH2:51][C:52]2[CH:57]=[CH:56][CH:55]=[CH:54][CH:53]=2)[CH2:40][C:41]([O:43]C(C)(C)C)=[O:42])[C:34](O)=[O:35])=[CH:24]1)=O)(C)(C)C, predict the reaction product. The product is: [C:9]([CH:2]([NH:1][C:34]([CH:33]([NH:37][C:38](=[O:79])[CH:39]([NH:48][C:49](=[O:78])[CH:50]([SH:58])[CH2:51][C:52]1[CH:53]=[CH:54][CH:55]=[CH:56][CH:57]=1)[CH2:40][C:41]([OH:43])=[O:42])[CH2:32][C:25]1[C:26]2[C:31](=[CH:30][CH:29]=[CH:28][CH:27]=2)[NH:23][CH:24]=1)=[O:35])[CH2:3][OH:4])([OH:11])=[O:10]. (7) Given the reactants O[C:2]([C:13]1[C:21]2[O:20][CH2:19][CH2:18][C:17]=2[C:16]([CH3:22])=[C:15]([NH:23]C(=O)OC(C)(C)C)[C:14]=1[CH3:31])([C:4]1[CH:9]=[CH:8][C:7]([CH:10]([CH3:12])[CH3:11])=[CH:6][CH:5]=1)[CH3:3].Cl.C(OCC)(=O)C.C(=O)([O-])O.[Na+], predict the reaction product. The product is: [CH:10]([C:7]1[CH:8]=[CH:9][C:4]([C:2]([C:13]2[C:21]3[O:20][CH2:19][CH2:18][C:17]=3[C:16]([CH3:22])=[C:15]([NH2:23])[C:14]=2[CH3:31])=[CH2:3])=[CH:5][CH:6]=1)([CH3:11])[CH3:12]. (8) Given the reactants [Br:1][C:2]1[N:7]=[C:6]([CH2:8][CH2:9][OH:10])[CH:5]=[CH:4][CH:3]=1.[O:11]1[CH:16]=[CH:15][CH2:14][CH2:13][CH2:12]1, predict the reaction product. The product is: [Br:1][C:2]1[CH:3]=[CH:4][CH:5]=[C:6]([CH2:8][CH2:9][O:10][CH:12]2[CH2:13][CH2:14][CH2:15][CH2:16][O:11]2)[N:7]=1. (9) Given the reactants [C:1]([O:5][C:6]([N:8]1[CH2:13][CH2:12][CH:11]([NH:14][C:15]2[CH:20]=[CH:19][C:18]([F:21])=[C:17]([F:22])[CH:16]=2)[CH2:10][CH2:9]1)=[O:7])([CH3:4])([CH3:3])[CH3:2].Cl[CH2:24][C:25]1[CH:26]=[C:27]([C:31]2[CH:36]=[C:35]([O:37][CH3:38])[C:34]([O:39][CH3:40])=[C:33]([O:41][CH3:42])[CH:32]=2)[CH:28]=[N:29][CH:30]=1, predict the reaction product. The product is: [C:1]([O:5][C:6]([N:8]1[CH2:13][CH2:12][CH:11]([N:14]([C:15]2[CH:20]=[CH:19][C:18]([F:21])=[C:17]([F:22])[CH:16]=2)[CH2:24][C:25]2[CH:26]=[C:27]([C:31]3[CH:36]=[C:35]([O:37][CH3:38])[C:34]([O:39][CH3:40])=[C:33]([O:41][CH3:42])[CH:32]=3)[CH:28]=[N:29][CH:30]=2)[CH2:10][CH2:9]1)=[O:7])([CH3:4])([CH3:2])[CH3:3]. (10) The product is: [Cl:1][C:2]1[CH:7]=[CH:6][CH:5]=[C:4]([Cl:8])[C:3]=1[N:9]1[C:18]2[C:13](=[C:14]([C:25]3[CH:26]=[CH:27][CH:28]=[CH:29][C:24]=3[Cl:23])[CH:15]=[C:16]([O:19][CH3:20])[CH:17]=2)[CH2:12][NH:11][C:10]1=[O:22]. Given the reactants [Cl:1][C:2]1[CH:7]=[CH:6][CH:5]=[C:4]([Cl:8])[C:3]=1[N:9]1[C:18]2[C:13](=[C:14](Br)[CH:15]=[C:16]([O:19][CH3:20])[CH:17]=2)[CH2:12][NH:11][C:10]1=[O:22].[Cl:23][C:24]1[CH:29]=[CH:28][CH:27]=[CH:26][C:25]=1B(O)O.C(=O)([O-])[O-].[Na+].[Na+], predict the reaction product.